From a dataset of Reaction yield outcomes from USPTO patents with 853,638 reactions. Predict the reaction yield, written as a fraction of the theoretical maximum amount of product (1.0 means a 100% yield; for example, 0.34 means a 34% yield). The reactants are [NH2:1][C:2]1[C:3]2[N:4]([C:8]([C@@H:12]3[CH2:16][CH2:15][CH2:14][N:13]3C(OCC3C=CC=CC=3)=O)=[N:9][C:10]=2Br)[CH:5]=[CH:6][N:7]=1.[F:27][C:28]1[CH:42]=[C:41](B2OC(C)(C)C(C)(C)O2)[CH:40]=[CH:39][C:29]=1[C:30]([NH:32][C:33]1[CH:38]=[CH:37][CH:36]=[CH:35][N:34]=1)=[O:31]. No catalyst specified. The product is [NH2:1][C:2]1[C:3]2[N:4]([C:8]([C@@H:12]3[CH2:16][CH2:15][CH2:14][NH:13]3)=[N:9][C:10]=2[C:41]2[CH:40]=[CH:39][C:29]([C:30]([NH:32][C:33]3[CH:38]=[CH:37][CH:36]=[CH:35][N:34]=3)=[O:31])=[C:28]([F:27])[CH:42]=2)[CH:5]=[CH:6][N:7]=1. The yield is 0.760.